From a dataset of Forward reaction prediction with 1.9M reactions from USPTO patents (1976-2016). Predict the product of the given reaction. (1) Given the reactants [C:1]([N:8]1[CH2:16][CH2:15][CH:11]([C:12]([OH:14])=[O:13])[CH2:10][CH2:9]1)([O:3][C:4]([CH3:7])([CH3:6])[CH3:5])=[O:2].[CH3:17]N(C=O)C.[C:22](Cl)(=O)[C:23](Cl)=O.[CH2:28]1[CH2:32]O[CH2:30][CH2:29]1, predict the reaction product. The product is: [N:8]1([C:1]([O:3][C:4]([CH3:7])([CH3:6])[CH3:5])=[O:2])[CH2:16][CH2:15][CH:11]([C:12]([O:14][CH2:17][C:23]2[CH:22]=[CH:32][CH:28]=[CH:29][CH:30]=2)=[O:13])[CH2:10][CH2:9]1. (2) The product is: [N:21]1([C:26]2[CH:31]=[CH:30][CH:29]=[CH:28][C:27]=2[C:32]#[N:33])[CH:25]=[N:24][CH:23]=[N:22]1.[N:10]1[N:11]=[CH:12][N:13]([C:2]2[CH:7]=[CH:6][CH:5]=[CH:4][C:3]=2[C:8]#[N:9])[CH:14]=1. Given the reactants F[C:2]1[CH:7]=[CH:6][CH:5]=[CH:4][C:3]=1[C:8]#[N:9].[NH:10]1[CH:14]=[N:13][CH:12]=[N:11]1.C(=O)([O-])[O-].[Cs+].[Cs+].[N:21]1([C:26]2[CH:31]=[CH:30][CH:29]=[CH:28][C:27]=2[C:32]#[N:33])[CH:25]=[N:24][CH:23]=[N:22]1, predict the reaction product. (3) Given the reactants [Cl:1][C:2]1[CH:7]=[CH:6][C:5]([F:8])=[CH:4][C:3]=1[C:9]1[O:10][C:11]2[C:16]([C:17](=[O:19])[CH:18]=1)=[C:15]([O:20]C)[CH:14]=[C:13]([O:22]C)[C:12]=2[C@@H:24]1[CH2:28][CH2:27][N:26]([CH3:29])[C@H:25]1[CH2:30][OH:31].Cl.N1C=CC=CC=1, predict the reaction product. The product is: [Cl:1][C:2]1[CH:7]=[CH:6][C:5]([F:8])=[CH:4][C:3]=1[C:9]1[O:10][C:11]2[C:16]([C:17](=[O:19])[CH:18]=1)=[C:15]([OH:20])[CH:14]=[C:13]([OH:22])[C:12]=2[C@@H:24]1[CH2:28][CH2:27][N:26]([CH3:29])[C@H:25]1[CH2:30][OH:31].